Dataset: Reaction yield outcomes from USPTO patents with 853,638 reactions. Task: Predict the reaction yield, written as a fraction of the theoretical maximum amount of product (1.0 means a 100% yield; for example, 0.34 means a 34% yield). (1) The reactants are [F:1][C:2]1[CH:3]=[C:4]([C:27]2[C:28]([C:33]#[N:34])=[CH:29][CH:30]=[CH:31][CH:32]=2)[CH:5]=[CH:6][C:7]=1[CH2:8][C:9]1[C:14](=[O:15])[N:13]([C:16]2[CH:21]=[CH:20][C:19]([OH:22])=[CH:18][CH:17]=2)[C:12]([CH3:23])=[N:11][C:10]=1[CH2:24][CH2:25][CH3:26].[C:35](OC=C)(=O)[CH3:36].C(=O)([O-])[O-].[Na+].[Na+].C1(C)C=CC=CC=1. The catalyst is C(OCC)(=O)C.C1CC=CCCC=C1.C1CC=CCCC=C1.[Cl-].[Cl-].[Ir].[Ir]. The product is [F:1][C:2]1[CH:3]=[C:4]([C:27]2[C:28]([C:33]#[N:34])=[CH:29][CH:30]=[CH:31][CH:32]=2)[CH:5]=[CH:6][C:7]=1[CH2:8][C:9]1[C:14](=[O:15])[N:13]([C:16]2[CH:21]=[CH:20][C:19]([O:22][CH:35]=[CH2:36])=[CH:18][CH:17]=2)[C:12]([CH3:23])=[N:11][C:10]=1[CH2:24][CH2:25][CH3:26]. The yield is 0.750. (2) The reactants are C([O:7][CH2:8][C@H:9]1[CH2:14][C@@H:13]([O:15]C(=O)C(C)(C)C)[CH2:12][CH2:11][C@@:10]1([C@H:23]1[CH2:35][CH2:34][C@@:33]2([CH3:36])[C@@H:25]([CH2:26][C:27]3[C:28]2=[N:29][CH:30]=[CH:31][CH:32]=3)[C@@H:24]1[CH2:37][N:38]=[N+]=[N-])[CH3:22])(=O)C(C)(C)C.[H-].[H-].[H-].[H-].[Li+].[Al+3].O.[OH-].[Na+]. The catalyst is C1COCC1. The product is [NH2:38][CH2:37][C@@H:24]1[C@@H:23]([C@@:10]2([CH3:22])[CH2:11][CH2:12][C@H:13]([OH:15])[CH2:14][C@@H:9]2[CH2:8][OH:7])[CH2:35][CH2:34][C@@:33]2([CH3:36])[C@H:25]1[CH2:26][C:27]1[C:28]2=[N:29][CH:30]=[CH:31][CH:32]=1. The yield is 0.390. (3) The reactants are [OH:1][C@H:2]([C:21]1[CH:26]=[CH:25][C:24]([O:27][CH3:28])=[CH:23][CH:22]=1)[C@H:3]([NH:10][C:11](=[O:20])OCC1C=CC=CC=1)[CH2:4][N:5]1[CH2:9][CH2:8][CH2:7][CH2:6]1.Cl.[CH3:30][CH2:31][OH:32]. The catalyst is [Pd]. The product is [OH:1][C@H:2]([C:21]1[CH:22]=[CH:23][C:24]([O:27][CH3:28])=[CH:25][CH:26]=1)[C@H:3]([NH:10][C:11](=[O:20])[CH2:30][CH2:31][O:32][C:24]1[CH:25]=[CH:26][C:21]([CH3:2])=[CH:22][CH:23]=1)[CH2:4][N:5]1[CH2:6][CH2:7][CH2:8][CH2:9]1. The yield is 0.850. (4) The reactants are [F:1][C:2]([F:7])([F:6])[C:3]([OH:5])=[O:4].FC(F)(F)C(O)=O.[Cl:15][C:16]1[CH:17]=[N:18][C:19]2[NH:20][C:21]3[CH:22]=[CH:23][CH:24]=[C:25]([CH:46]=3)[CH2:26][CH2:27][C:28]3[CH:36]=[C:32]([NH:33][C:34]=1[N:35]=2)[CH:31]=[CH:30][C:29]=3[NH:37][C:38]([CH:40]1[CH2:45][CH2:44][NH:43][CH2:42][CH2:41]1)=[O:39].[O:47]1[C:51]2[CH:52]=[CH:53][C:54]([C:56](Cl)=[O:57])=[CH:55][C:50]=2[O:49][CH2:48]1. No catalyst specified. The product is [F:1][C:2]([F:7])([F:6])[C:3]([OH:5])=[O:4].[O:47]1[C:51]2[CH:52]=[CH:53][C:54]([C:56]([N:43]3[CH2:44][CH2:45][CH:40]([C:38]([NH:37][C:29]4[CH:30]=[CH:31][C:32]5[NH:33][C:34]6[N:35]=[C:19]([NH:20][C:21]7[CH:22]=[CH:23][CH:24]=[C:25]([CH:46]=7)[CH2:26][CH2:27][C:28]=4[CH:36]=5)[N:18]=[CH:17][C:16]=6[Cl:15])=[O:39])[CH2:41][CH2:42]3)=[O:57])=[CH:55][C:50]=2[O:49][CH2:48]1. The yield is 0.160. (5) The reactants are [Br:1][C:2]1[C:3]([CH3:17])=[N:4][C:5]([N:8]2[CH2:13][C@@H:12]3[C@@H:10]([CH2:11]3)[CH:9]2[C:14](O)=[O:15])=[N:6][CH:7]=1.[Cl-].[NH4+].C(Cl)CCl.C1C=CC2N(O)N=[N:30]C=2C=1.CCN(CC)CC. The catalyst is CN(C=O)C. The product is [Br:1][C:2]1[C:3]([CH3:17])=[N:4][C:5]([N:8]2[CH2:13][C@@H:12]3[C@@H:10]([CH2:11]3)[CH:9]2[C:14]([NH2:30])=[O:15])=[N:6][CH:7]=1. The yield is 0.317. (6) The yield is 0.660. The product is [Cl:36][C:30]1[N:29]=[C:28]([C:37]#[N:38])[C:27]2[N:26]=[CH:28][N:29]([CH2:30][CH3:31])[C:32]=2[CH:31]=1. The reactants are [O-]S(C(F)(F)F)(=O)=O.[Yb+3].[O-]S(C(F)(F)F)(=O)=O.[O-]S(C(F)(F)F)(=O)=O.[NH2:26][C:27]1[C:28]([C:37]#[N:38])=[N:29][C:30]([Cl:36])=[C:31](N)[C:32]=1CC. The catalyst is C(OCC)(OCC)OCC. (7) The reactants are C1(OC)C=CC=CC=1.COC1C=CC(C[O:16][C:17](=[O:64])[CH:18]([NH:33][C:34]([NH:36][CH:37]([C:52]([O:54]CC2C=CC(OC)=CC=2)=[O:53])[CH2:38][CH2:39][CH2:40][CH2:41][NH:42][C:43](=[O:51])[C:44]2[CH:49]=[CH:48][C:47]([I:50])=[CH:46][CH:45]=2)=[O:35])[CH2:19][CH2:20][C:21]([O:23]CC2C=CC(OC)=CC=2)=[O:22])=CC=1. The catalyst is C(O)(C(F)(F)F)=O. The product is [C:52]([CH:37]([NH:36][C:34](=[O:35])[NH:33][CH:18]([CH2:19][CH2:20][C:21]([OH:23])=[O:22])[C:17]([OH:64])=[O:16])[CH2:38][CH2:39][CH2:40][CH2:41][NH:42][C:43](=[O:51])[C:44]1[CH:45]=[CH:46][C:47]([I:50])=[CH:48][CH:49]=1)([OH:54])=[O:53]. The yield is 0.570. (8) The reactants are Cl[CH2:2][C:3]1[CH:8]=[CH:7][C:6]([C:9]2[C:13]([NH:14][C:15](=[O:26])[O:16][CH:17]([C:19]3[CH:24]=[CH:23][CH:22]=[CH:21][C:20]=3[Cl:25])[CH3:18])=[CH:12][O:11][N:10]=2)=[CH:5][CH:4]=1.Cl.[NH2:28][CH2:29][CH2:30][C:31]([O:33][CH3:34])=[O:32].[C:35](=O)([O-:37])[O-:36].[K+].[K+].Cl. The catalyst is CN(C)C=O. The product is [Cl:25][C:20]1[CH:21]=[CH:22][CH:23]=[CH:24][C:19]=1[CH:17]([O:16][C:15]([NH:14][C:13]1[C:9]([C:6]2[CH:7]=[CH:8][C:3]([CH2:2][O:37][C:35]([NH:28][CH2:29][CH2:30][C:31]([O:33][CH3:34])=[O:32])=[O:36])=[CH:4][CH:5]=2)=[N:10][O:11][CH:12]=1)=[O:26])[CH3:18]. The yield is 0.110.